Dataset: Peptide-MHC class II binding affinity with 134,281 pairs from IEDB. Task: Regression. Given a peptide amino acid sequence and an MHC pseudo amino acid sequence, predict their binding affinity value. This is MHC class II binding data. (1) The peptide sequence is QDILLAPLLSAGIFG. The MHC is DRB1_0101 with pseudo-sequence DRB1_0101. The binding affinity (normalized) is 0.679. (2) The peptide sequence is VVVHITDDNEEPIAA. The MHC is HLA-DQA10501-DQB10301 with pseudo-sequence HLA-DQA10501-DQB10301. The binding affinity (normalized) is 0.272. (3) The peptide sequence is NALSMMPEAMTIVML. The MHC is DRB1_0301 with pseudo-sequence DRB1_0301. The binding affinity (normalized) is 0.549. (4) The peptide sequence is HNQNNTDCLKKFSLI. The MHC is DRB1_0101 with pseudo-sequence DRB1_0101. The binding affinity (normalized) is 0.334. (5) The MHC is DRB1_1101 with pseudo-sequence DRB1_1101. The peptide sequence is QDHQEEICEVVLAKS. The binding affinity (normalized) is 0.285.